This data is from Forward reaction prediction with 1.9M reactions from USPTO patents (1976-2016). The task is: Predict the product of the given reaction. (1) Given the reactants [N:1]12[CH2:8][CH2:7][CH:4]([CH2:5][CH2:6]1)[CH:3]([NH:9][C:10]1[CH:11]=[C:12]3[C:16](=[CH:17][CH:18]=1)[NH:15][N:14]=[CH:13]3)[CH2:2]2.[ClH:19].C(OCC)C.C(OCC)C, predict the reaction product. The product is: [ClH:19].[ClH:19].[N:1]12[CH2:6][CH2:5][CH:4]([CH2:7][CH2:8]1)[CH:3]([NH:9][C:10]1[CH:11]=[C:12]3[C:16](=[CH:17][CH:18]=1)[NH:15][N:14]=[CH:13]3)[CH2:2]2. (2) Given the reactants C([O:8][C:9]1[CH:10]=[C:11]([CH:16]=[C:17]([CH:19]=[CH:20][O:21][CH3:22])[CH:18]=1)[C:12]([O:14][CH3:15])=[O:13])C1C=CC=CC=1, predict the reaction product. The product is: [OH:8][C:9]1[CH:10]=[C:11]([CH:16]=[C:17]([CH2:19][CH2:20][O:21][CH3:22])[CH:18]=1)[C:12]([O:14][CH3:15])=[O:13]. (3) Given the reactants [F:1][C:2]([F:15])([F:14])[S:3][C:4]1[CH:9]=[CH:8][C:7]([CH2:10][C:11]([OH:13])=[O:12])=[CH:6][CH:5]=1.C[Si]([N-][Si](C)(C)C)(C)C.[Na+].C1COCC1.[Cl:31][CH2:32][CH2:33][CH2:34][CH2:35]I, predict the reaction product. The product is: [Cl:31][CH2:32][CH2:33][CH2:34][CH2:35][CH:10]([C:7]1[CH:6]=[CH:5][C:4]([S:3][C:2]([F:14])([F:1])[F:15])=[CH:9][CH:8]=1)[C:11]([OH:13])=[O:12]. (4) Given the reactants [CH2:1]([OH:3])[CH3:2].[O:4]=[CH:5][C@@H:6]([C@H:8]([C@@H:10]([CH2:12][OH:13])[OH:11])[OH:9])[OH:7].[Sn].[CH2:15](Br)[CH:16]=C, predict the reaction product. The product is: [CH2:2]([CH:1]([C@@H:5]([C@H:6]([C@@H:8]([C@@H:10]([CH2:12][OH:13])[OH:11])[OH:9])[OH:7])[OH:4])[OH:3])[CH:15]=[CH2:16]. (5) Given the reactants [NH2:1][C:2]1[CH:7]=[CH:6][C:5]([Cl:8])=[CH:4][N:3]=1.[CH3:9][C:10]([CH3:15])([CH3:14])[C:11](Cl)=[O:12], predict the reaction product. The product is: [Cl:8][C:5]1[CH:6]=[CH:7][C:2]([NH:1][C:11](=[O:12])[C:10]([CH3:15])([CH3:14])[CH3:9])=[N:3][CH:4]=1. (6) Given the reactants Cl[C:2]1C=CC=CC=1C1C=CN=CC=1N(CCS(C)(=O)=O)C(=O)C1C=C(C(F)(F)F)C=C(C(F)(F)F)C=1.[C:37]([O:41][C:42](=[O:52])[NH:43][C:44]1[C:45]([Cl:51])=[N:46][CH:47]=[CH:48][C:49]=1[I:50])([CH3:40])([CH3:39])[CH3:38].CI, predict the reaction product. The product is: [C:37]([O:41][C:42](=[O:52])[N:43]([C:44]1[C:45]([Cl:51])=[N:46][CH:47]=[CH:48][C:49]=1[I:50])[CH3:2])([CH3:40])([CH3:38])[CH3:39].